The task is: Predict the reactants needed to synthesize the given product.. This data is from Full USPTO retrosynthesis dataset with 1.9M reactions from patents (1976-2016). (1) Given the product [N:1]1[C:6]2[NH:7][CH:8]=[CH:9][C:5]=2[CH:4]=[C:3]([CH2:10][CH2:11][CH2:12][CH2:13][N:14]2[CH:18]=[C:17]([C:19]([O:21][CH3:22])=[O:20])[N:16]=[N:15]2)[N:2]=1, predict the reactants needed to synthesize it. The reactants are: [N:1]1[C:6]2[NH:7][CH:8]=[CH:9][C:5]=2[CH:4]=[C:3]([C:10]#[C:11][CH2:12][CH2:13][N:14]2[CH:18]=[C:17]([C:19]([O:21][CH3:22])=[O:20])[N:16]=[N:15]2)[N:2]=1. (2) The reactants are: [CH3:1][O:2][C:3](=[O:25])[CH2:4][C@@H:5]([NH:17]C(OC(C)(C)C)=O)[CH2:6][S:7][CH2:8][C:9]1[CH:14]=[CH:13][C:12]([O:15][CH3:16])=[CH:11][CH:10]=1.[ClH:26].O1CCOCC1.C(OCC)C. Given the product [ClH:26].[CH3:1][O:2][C:3](=[O:25])[CH2:4][C@@H:5]([NH2:17])[CH2:6][S:7][CH2:8][C:9]1[CH:10]=[CH:11][C:12]([O:15][CH3:16])=[CH:13][CH:14]=1, predict the reactants needed to synthesize it. (3) Given the product [C:9](=[O:10])([O:11][CH3:12])[O:41][C:37]1[CH:38]=[CH:39][CH:40]=[C:35]([N:32]2[CH2:33][CH2:34][N:29]([C:27]([C:25]3[C:26]4[C:17]([N:18]=[C:19]5[C:24]=3[CH:23]=[CH:22][CH:21]=[CH:20]5)=[CH:16][CH:15]=[CH:14][CH:13]=4)=[O:28])[CH2:30][CH2:31]2)[CH:36]=1, predict the reactants needed to synthesize it. The reactants are: C(N(CC)CC)C.Cl[C:9]([O:11][CH3:12])=[O:10].[CH:13]1[C:26]2[C:17](=[N:18][C:19]3[C:24]([C:25]=2[C:27]([N:29]2[CH2:34][CH2:33][N:32]([C:35]4[CH:40]=[CH:39][CH:38]=[C:37]([OH:41])[CH:36]=4)[CH2:31][CH2:30]2)=[O:28])=[CH:23][CH:22]=[CH:21][CH:20]=3)[CH:16]=[CH:15][CH:14]=1. (4) Given the product [Cl:1][C:2]1[C:7]([F:8])=[CH:6][N:5]=[C:4]2[N:9]([CH2:16][O:17][CH2:18][CH2:19][Si:20]([CH3:23])([CH3:22])[CH3:21])[CH:10]=[C:11]([I:12])[C:3]=12, predict the reactants needed to synthesize it. The reactants are: [Cl:1][C:2]1[C:7]([F:8])=[CH:6][N:5]=[C:4]2[NH:9][CH:10]=[C:11]([I:12])[C:3]=12.[H-].[Na+].Cl[CH2:16][O:17][CH2:18][CH2:19][Si:20]([CH3:23])([CH3:22])[CH3:21]. (5) The reactants are: OCCOP(CC1C=CC(N)=C(OC)C=1)(=O)OCCO.[F:21][C:22]([F:46])([F:45])[CH2:23][O:24][P:25]([CH2:33][C:34]1[CH:39]=[CH:38][C:37]([N+:40]([O-])=O)=[C:36]([O:43][CH3:44])[CH:35]=1)(=[O:32])[O:26][CH2:27][C:28]([F:31])([F:30])[F:29]. Given the product [F:46][C:22]([F:21])([F:45])[CH2:23][O:24][P:25]([CH2:33][C:34]1[CH:39]=[CH:38][C:37]([NH2:40])=[C:36]([O:43][CH3:44])[CH:35]=1)(=[O:32])[O:26][CH2:27][C:28]([F:29])([F:30])[F:31], predict the reactants needed to synthesize it. (6) Given the product [F:10][C:11]1[CH:16]=[CH:15][C:14]([S:17]([C:7]2[CH:8]=[CH:9][C:4]([CH2:3][CH2:2][CH3:1])=[CH:5][CH:6]=2)(=[O:19])=[O:18])=[CH:13][CH:12]=1, predict the reactants needed to synthesize it. The reactants are: [CH3:1][CH2:2][CH2:3][C:4]1[CH:5]=[CH:6][CH:7]=[CH:8][CH:9]=1.[F:10][C:11]1[CH:16]=[CH:15][C:14]([S:17](Cl)(=[O:19])=[O:18])=[CH:13][CH:12]=1.[Cl-].[Al+3].[Cl-].[Cl-]. (7) Given the product [CH2:1]([O:3][C:4]([C:5]([F:11])([F:10])[CH:6]([O:9][C:17](=[O:21])[C:18]([CH3:20])=[CH2:19])[CH2:7][CH3:8])=[O:12])[CH3:2], predict the reactants needed to synthesize it. The reactants are: [CH2:1]([O:3][C:4](=[O:12])[C:5]([F:11])([F:10])[CH:6]([OH:9])[CH2:7][CH3:8])[CH3:2].C(Cl)(Cl)Cl.[C:17](Cl)(=[O:21])[C:18]([CH3:20])=[CH2:19].C(N(CC)CC)C. (8) The reactants are: [OH:1][C:2]1[CH:11]=[C:10]2[C:5]([C:6](=[O:20])[C:7]([C:12]3[CH:17]=[CH:16][CH:15]=[C:14]([O:18][CH3:19])[CH:13]=3)=[CH:8][O:9]2)=[CH:4][CH:3]=1.[C:21](OC(=O)C)(=[O:23])[CH3:22]. Given the product [C:21]([O:1][C:2]1[CH:11]=[C:10]2[C:5]([C:6](=[O:20])[C:7]([C:12]3[CH:17]=[CH:16][CH:15]=[C:14]([O:18][CH3:19])[CH:13]=3)=[CH:8][O:9]2)=[CH:4][CH:3]=1)(=[O:23])[CH3:22], predict the reactants needed to synthesize it.